This data is from Acute oral toxicity (LD50) regression data from Zhu et al.. The task is: Regression/Classification. Given a drug SMILES string, predict its toxicity properties. Task type varies by dataset: regression for continuous values (e.g., LD50, hERG inhibition percentage) or binary classification for toxic/non-toxic outcomes (e.g., AMES mutagenicity, cardiotoxicity, hepatotoxicity). Dataset: ld50_zhu. (1) The molecule is CCCCNC(=O)NS(=O)(=O)c1ccc(N)cc1. The rat oral LD50 is 1.54, given as -log10 of the dose in mol/kg body weight (higher means more acutely toxic). (2) The compound is CCC=CCC=CCC=CCC=CCC=CCC=CCCC(=O)O. The rat oral LD50 is 1.52, given as -log10 of the dose in mol/kg body weight (higher means more acutely toxic). (3) The rat oral LD50 is 2.39, given as -log10 of the dose in mol/kg body weight (higher means more acutely toxic). The compound is CN(C)c1nc2cc(Cl)ccc2o1. (4) The drug is Nc1c(Cl)c(Cl)nc(C(=O)O)c1Cl. The rat oral LD50 is 1.92, given as -log10 of the dose in mol/kg body weight (higher means more acutely toxic). (5) The molecule is C=COCCCCCCCCCC. The rat oral LD50 is 1.67, given as -log10 of the dose in mol/kg body weight (higher means more acutely toxic).